This data is from Full USPTO retrosynthesis dataset with 1.9M reactions from patents (1976-2016). The task is: Predict the reactants needed to synthesize the given product. (1) The reactants are: C[O:2][C:3]([C:5]1[C:6]([C:16]2[C:21]([F:22])=[CH:20][CH:19]=[CH:18][C:17]=2[F:23])=[N:7][O:8][C:9]=1[CH2:10][CH2:11][CH2:12][CH2:13][CH2:14][CH3:15])=[O:4].[OH-].[Na+].Cl. Given the product [C:3]([C:5]1[C:6]([C:16]2[C:21]([F:22])=[CH:20][CH:19]=[CH:18][C:17]=2[F:23])=[N:7][O:8][C:9]=1[CH2:10][CH2:11][CH2:12][CH2:13][CH2:14][CH3:15])([OH:4])=[O:2], predict the reactants needed to synthesize it. (2) Given the product [Cl:33][C:5]1[C:4]2[C:9](=[CH:10][C:11]([O:12][CH2:13][CH2:14][N:15]3[CH2:20][CH2:19][O:18][CH2:17][CH2:16]3)=[C:2]([F:1])[CH:3]=2)[N:8]=[C:7]([CH:21]=[CH:22][C:23]2[O:24][C:25]([N+:28]([O-:30])=[O:29])=[CH:26][CH:27]=2)[N:6]=1, predict the reactants needed to synthesize it. The reactants are: [F:1][C:2]1[CH:3]=[C:4]2[C:9](=[CH:10][C:11]=1[O:12][CH2:13][CH2:14][N:15]1[CH2:20][CH2:19][O:18][CH2:17][CH2:16]1)[N:8]=[C:7]([CH:21]=[CH:22][C:23]1[O:24][C:25]([N+:28]([O-:30])=[O:29])=[CH:26][CH:27]=1)[NH:6][C:5]2=O.P(Cl)(Cl)(Cl)(Cl)[Cl:33].C(OCC)C. (3) The reactants are: [F:1][C:2]([F:34])([F:33])[C@H:3]1[CH2:8][CH2:7][C@H:6]([NH:9][C:10](=[O:32])[C:11]2[CH:16]=[C:15]([N+:17]([O-])=O)[C:14]([NH:20][CH3:21])=[CH:13][C:12]=2[N:22]([CH3:31])[CH2:23][C:24]2[CH:29]=[CH:28][C:27]([F:30])=[CH:26][CH:25]=2)[CH2:5][CH2:4]1.Cl[Sn]Cl. Given the product [F:34][C:2]([F:1])([F:33])[C@H:3]1[CH2:4][CH2:5][C@H:6]([NH:9][C:10](=[O:32])[C:11]2[CH:16]=[C:15]([NH2:17])[C:14]([NH:20][CH3:21])=[CH:13][C:12]=2[N:22]([CH3:31])[CH2:23][C:24]2[CH:29]=[CH:28][C:27]([F:30])=[CH:26][CH:25]=2)[CH2:7][CH2:8]1, predict the reactants needed to synthesize it. (4) The reactants are: [OH:1][C:2]1[CH:3]=[C:4]2[C:9](=[CH:10][CH:11]=1)[CH:8]=[C:7]([C:12]#[C:13][CH2:14][CH2:15][NH:16][C:17](=[O:26])[O:18][CH2:19][C:20]1[CH:25]=[CH:24][CH:23]=[CH:22][CH:21]=1)[CH:6]=[CH:5]2.[O:27]1[CH2:29][CH:28]1[CH2:30][OH:31].C(N(CC)CC)C. Given the product [OH:27][CH:28]([CH2:30][OH:31])[CH2:29][O:1][C:2]1[CH:3]=[C:4]2[C:9](=[CH:10][CH:11]=1)[CH:8]=[C:7]([C:12]#[C:13][CH2:14][CH2:15][NH:16][C:17](=[O:26])[O:18][CH2:19][C:20]1[CH:21]=[CH:22][CH:23]=[CH:24][CH:25]=1)[CH:6]=[CH:5]2, predict the reactants needed to synthesize it.